From a dataset of Reaction yield outcomes from USPTO patents with 853,638 reactions. Predict the reaction yield, written as a fraction of the theoretical maximum amount of product (1.0 means a 100% yield; for example, 0.34 means a 34% yield). (1) The reactants are [Cl:1][C:2]1[C:3]([O:17][CH3:18])=[CH:4][CH:5]=[C:6]2[C:11]=1[N:10]=[C:9]([C:12]([O:14]C)=[O:13])[CH:8]=[C:7]2[OH:16].CO.C1COCC1.[Li+].[OH-]. The catalyst is O. The product is [Cl:1][C:2]1[C:3]([O:17][CH3:18])=[CH:4][CH:5]=[C:6]2[C:11]=1[N:10]=[C:9]([C:12]([OH:14])=[O:13])[CH:8]=[C:7]2[OH:16]. The yield is 0.996. (2) The product is [CH2:1]([N:8]1[C:17]2[C:12](=[CH:13][CH:14]=[CH:15][CH:16]=2)[C@H:11]([N:18]([CH:22]2[CH2:24][CH2:23]2)[C:19](=[O:21])[CH3:20])[CH2:10][C@@H:9]1[CH3:25])[C:2]1[CH:3]=[CH:4][CH:5]=[CH:6][CH:7]=1. The reactants are [CH2:1]([N:8]1[C:17]2[C:12](=[CH:13][CH:14]=[CH:15][CH:16]=2)[C:11]([N:18]([CH:22]2[CH2:24][CH2:23]2)[C:19](=[O:21])[CH3:20])=[CH:10][CH:9]1[CH3:25])[C:2]1[CH:7]=[CH:6][CH:5]=[CH:4][CH:3]=1.[BH4-].[Na+].ClCCl.O. The yield is 0.517. The catalyst is CO.O1CCCC1.O.O.O.O.O.O.[Ni](Cl)Cl.C1CCCCC1.C(OCC)(=O)C. (3) The reactants are [OH:1][C:2]1[CH:7]=[CH:6][C:5]([CH2:8][C:9](=[O:11])[CH3:10])=[CH:4][CH:3]=1.C(=O)([O-])[O-].[K+].[K+].Br[CH2:19][CH2:20][CH2:21][Cl:22]. The catalyst is CC(C)=O. The product is [Cl:22][CH2:21][CH2:20][CH2:19][O:1][C:2]1[CH:3]=[CH:4][C:5]([CH2:8][C:9](=[O:11])[CH3:10])=[CH:6][CH:7]=1. The yield is 0.930. (4) The reactants are [Cl:1][C:2]1[CH:7]=[CH:6][C:5]([OH:8])=[C:4]([C:9]2[O:13][N:12]=[CH:11][CH:10]=2)[CH:3]=1.C(=O)([O-])[O-].[K+].[K+].Br[CH2:21][C:22]([O:24][CH3:25])=[O:23]. The catalyst is CN(C=O)C.O. The product is [CH3:25][O:24][C:22](=[O:23])[CH2:21][O:8][C:5]1[CH:6]=[CH:7][C:2]([Cl:1])=[CH:3][C:4]=1[C:9]1[O:13][N:12]=[CH:11][CH:10]=1. The yield is 0.990. (5) The reactants are [Br:1][C:2]1[C:10]([CH3:11])=[CH:9][C:5]([C:6]([NH2:8])=[O:7])=[C:4]([F:12])[CH:3]=1.CO[CH:15](OC)[N:16]([CH3:18])[CH3:17]. No catalyst specified. The product is [Br:1][C:2]1[C:10]([CH3:11])=[CH:9][C:5]([C:6]([N:8]=[CH:15][N:16]([CH3:18])[CH3:17])=[O:7])=[C:4]([F:12])[CH:3]=1. The yield is 0.950. (6) The catalyst is CN(C=O)C.O. The product is [F:7][CH:2]([F:6])[O:9][C:10]1[CH:17]=[CH:16][C:13]([CH:14]=[O:15])=[CH:12][C:11]=1[CH3:18]. The reactants are Cl[C:2]([F:7])([F:6])C([O-])=O.[Na+].[OH:9][C:10]1[CH:17]=[CH:16][C:13]([CH:14]=[O:15])=[CH:12][C:11]=1[CH3:18].C(=O)([O-])[O-].[K+].[K+].Cl. The yield is 0.120.